Dataset: Forward reaction prediction with 1.9M reactions from USPTO patents (1976-2016). Task: Predict the product of the given reaction. (1) Given the reactants F[C:2]1[CH:20]=[CH:19][C:18]([C:21]([F:24])([F:23])[F:22])=[CH:17][C:3]=1[C:4]([NH:6][C:7]1[CH:8]=[CH:9][C:10]([C:13]([O:15][CH3:16])=[O:14])=[N:11][CH:12]=1)=[O:5].[CH3:25][O:26][C:27]1[CH:32]=[C:31]([O:33][CH3:34])[CH:30]=[CH:29][C:28]=1[OH:35].C(=O)([O-])[O-].[Cs+].[Cs+], predict the reaction product. The product is: [CH3:25][O:26][C:27]1[CH:32]=[C:31]([O:33][CH3:34])[CH:30]=[CH:29][C:28]=1[O:35][C:2]1[CH:20]=[CH:19][C:18]([C:21]([F:24])([F:23])[F:22])=[CH:17][C:3]=1[C:4]([NH:6][C:7]1[CH:8]=[CH:9][C:10]([C:13]([O:15][CH3:16])=[O:14])=[N:11][CH:12]=1)=[O:5]. (2) The product is: [CH:13]([C:6]1[CH:7]=[C:8]([CH:10]([CH3:11])[CH3:12])[CH:9]=[C:4]([CH:1]([CH3:3])[CH3:2])[C:5]=1[S:16]([O-:19])(=[O:17])=[O:18])([CH3:14])[CH3:15].[CH:62]([O:64][CH2:65][CH2:66][O:20][C:21]1[CH:26]=[CH:25][C:24]([S+:27]([C:38]2[CH:39]=[CH:40][C:41]([C:44]([CH3:47])([CH3:46])[CH3:45])=[CH:42][CH:43]=2)[C:28]2[CH:33]=[CH:32][C:31]([C:34]([CH3:37])([CH3:36])[CH3:35])=[CH:30][CH:29]=2)=[CH:23][CH:22]=1)=[CH2:63]. Given the reactants [CH:1]([C:4]1[CH:9]=[C:8]([CH:10]([CH3:12])[CH3:11])[CH:7]=[C:6]([CH:13]([CH3:15])[CH3:14])[C:5]=1[S:16]([O-:19])(=[O:18])=[O:17])([CH3:3])[CH3:2].[OH:20][C:21]1[CH:26]=[CH:25][C:24]([S+:27]([C:38]2[CH:43]=[CH:42][C:41]([C:44]([CH3:47])([CH3:46])[CH3:45])=[CH:40][CH:39]=2)[C:28]2[CH:33]=[CH:32][C:31]([C:34]([CH3:37])([CH3:36])[CH3:35])=[CH:30][CH:29]=2)=[CH:23][CH:22]=1.C(=O)([O-])[O-].[K+].[K+].CN(C)CCN(C)C.[CH:62]([O:64][CH2:65][CH2:66]Cl)=[CH2:63], predict the reaction product. (3) The product is: [Cl:19][C:20]1[CH:25]=[CH:24][C:23]([C:8]2[C:7]([O:16][CH2:15][C:14]([F:18])([F:17])[F:13])=[N:6][CH:5]=[C:4]([CH:9]=2)[C:3]([NH:34][CH2:33][C:32]([CH:29]2[CH2:31][CH2:30]2)([OH:36])[CH3:35])=[O:12])=[CH:22][CH:21]=1. Given the reactants CO[C:3](=[O:12])[C:4]1[CH:9]=[C:8](Br)[C:7](Cl)=[N:6][CH:5]=1.[F:13][C:14]([F:18])([F:17])[CH2:15][OH:16].[Cl:19][C:20]1[CH:25]=[CH:24][C:23](B(O)O)=[CH:22][CH:21]=1.[CH:29]1([C:32]([OH:36])([CH3:35])[CH2:33][NH2:34])[CH2:31][CH2:30]1, predict the reaction product. (4) Given the reactants C(OC(=O)[NH:7][C@H:8]1[CH2:11][C@H:10]([NH:12][C:13]2[S:14][C:15]3[CH:21]=[C:20]([F:22])[CH:19]=[CH:18][C:16]=3[N:17]=2)[CH2:9]1)(C)(C)C.[ClH:24].O1CCOCC1, predict the reaction product. The product is: [ClH:24].[F:22][C:20]1[CH:19]=[CH:18][C:16]2[N:17]=[C:13]([NH:12][C@H:10]3[CH2:9][C@H:8]([NH2:7])[CH2:11]3)[S:14][C:15]=2[CH:21]=1. (5) Given the reactants [NH2:1][C:2]1[CH:3]=[CH:4][C:5]2[C:11]([CH3:13])([CH3:12])[CH2:10][CH2:9][C:8](=[O:14])[N:7]([CH:15]([CH3:17])[CH3:16])[C:6]=2[CH:18]=1.Cl[C:20]1[N:25]=[C:24]([NH:26][C:27]2[C:36]([F:37])=[CH:35][CH:34]=[CH:33][C:28]=2[C:29]([NH:31][CH3:32])=[O:30])[C:23]([Cl:38])=[CH:22][N:21]=1, predict the reaction product. The product is: [Cl:38][C:23]1[C:24]([NH:26][C:27]2[C:36]([F:37])=[CH:35][CH:34]=[CH:33][C:28]=2[C:29]([NH:31][CH3:32])=[O:30])=[N:25][C:20]([NH:1][C:2]2[CH:3]=[CH:4][C:5]3[C:11]([CH3:12])([CH3:13])[CH2:10][CH2:9][C:8](=[O:14])[N:7]([CH:15]([CH3:16])[CH3:17])[C:6]=3[CH:18]=2)=[N:21][CH:22]=1. (6) Given the reactants [CH3:1][C:2]([O:5][C:6]([NH:8][CH2:9][CH2:10][NH2:11])=[O:7])([CH3:4])[CH3:3].C(O)(=O)C.C(O[BH-](OC(=O)C)OC(=O)C)(=O)C.[Na+].C(=O)([O-])O.[Na+].[Cl:35][C:36]1[CH:37]=[C:38]([CH:41]=[CH:42][C:43]=1[Cl:44])[CH:39]=O, predict the reaction product. The product is: [Cl:35][C:36]1[CH:37]=[C:38]([CH:41]=[CH:42][C:43]=1[Cl:44])[CH2:39][NH:11][CH2:10][CH2:9][NH:8][C:6](=[O:7])[O:5][C:2]([CH3:1])([CH3:3])[CH3:4]. (7) The product is: [C:23]1([C:22]2[N:21]=[CH:20][O:19][C:18]=2[C:3]2[C:2](=[O:1])[CH:7]=[CH:6][N:5]([C:8]3[CH:13]=[CH:12][CH:11]=[C:10]([C:14]([F:17])([F:16])[F:15])[CH:9]=3)[N:4]=2)[CH:28]=[CH:27][CH:26]=[CH:25][CH:24]=1. Given the reactants [O:1]=[C:2]1[CH:7]=[CH:6][N:5]([C:8]2[CH:13]=[CH:12][CH:11]=[C:10]([C:14]([F:17])([F:16])[F:15])[CH:9]=2)[N:4]=[C:3]1[CH:18]=[O:19].[CH2:20]=[N:21][CH:22](S(C1C=CC(C)=CC=1)(=O)=O)[C:23]1[CH:28]=[CH:27][CH:26]=[CH:25][CH:24]=1.C([O-])([O-])=O.[K+].[K+], predict the reaction product.